Task: Predict the reaction yield, written as a fraction of the theoretical maximum amount of product (1.0 means a 100% yield; for example, 0.34 means a 34% yield).. Dataset: Reaction yield outcomes from USPTO patents with 853,638 reactions (1) The reactants are [Cl:1][C:2]1[N:3]=[C:4](Cl)[C:5]2[CH2:10][CH2:9][CH:8]([C:11]3[CH:16]=[C:15]([F:17])[C:14](F)=[C:13]([F:19])[CH:12]=3)[C:6]=2[N:7]=1.[CH3:21][NH2:22]. The catalyst is CO. The product is [Cl:1][C:2]1[N:3]=[C:4]([NH:22][CH3:21])[C:5]2[CH2:10][CH2:9][CH:8]([C:11]3[CH:12]=[C:13]([F:19])[CH:14]=[C:15]([F:17])[CH:16]=3)[C:6]=2[N:7]=1. The yield is 0.305. (2) The product is [NH2:1][C:2]1[C:7]2=[C:8]([C:25]3[CH:26]=[CH:27][C:28]4[C:32]([CH:33]=3)=[N:31][N:30]([CH2:34][C:35]3[CH:40]=[CH:39][CH:38]=[CH:37][CH:36]=3)[C:29]=4[NH2:41])[CH:9]=[C:10]([CH:11]3[CH2:16][CH2:15][N:14]([C:17](=[O:24])[CH2:18][NH:19][CH3:20])[CH2:13][CH2:12]3)[N:6]2[N:5]=[CH:4][N:3]=1. The reactants are [NH2:1][C:2]1[C:7]2=[C:8]([C:25]3[CH:26]=[CH:27][C:28]4[C:32]([CH:33]=3)=[N:31][N:30]([CH2:34][C:35]3[CH:40]=[CH:39][CH:38]=[CH:37][CH:36]=3)[C:29]=4[NH2:41])[CH:9]=[C:10]([CH:11]3[CH2:16][CH2:15][N:14]([C:17](=[O:24])[CH2:18][N:19](C)[C:20](=O)O)[CH2:13][CH2:12]3)[N:6]2[N:5]=[CH:4][N:3]=1.FC(F)(F)C(O)=O.CCOC(C)=O. The yield is 0.985. The catalyst is C(Cl)Cl.